From a dataset of Catalyst prediction with 721,799 reactions and 888 catalyst types from USPTO. Predict which catalyst facilitates the given reaction. (1) The catalyst class is: 14. Product: [F:34][C:29]1[CH:28]=[C:27]([CH:32]=[CH:31][C:30]=1[F:33])[CH2:26][NH:25][C:24]([C:10]1[C:9]2[C:13](=[CH:14][C:6]([C:4]([OH:5])=[O:3])=[CH:7][CH:8]=2)[N:12]([CH2:15][C:16]2[O:17][CH:18]=[CH:19][N:20]=2)[C:11]=1[CH:21]([CH3:23])[CH3:22])=[O:35]. Reactant: C([O:3][C:4]([C:6]1[CH:14]=[C:13]2[C:9]([C:10]([C:24](=[O:35])[NH:25][CH2:26][C:27]3[CH:32]=[CH:31][C:30]([F:33])=[C:29]([F:34])[CH:28]=3)=[C:11]([CH:21]([CH3:23])[CH3:22])[N:12]2[CH2:15][C:16]2[O:17][CH:18]=[CH:19][N:20]=2)=[CH:8][CH:7]=1)=[O:5])C.[OH-].[Na+].O. (2) Reactant: S(Cl)([Cl:3])=O.CN(C)C=O.[Cl:10][C:11]1[CH:12]=[C:13]([C:17]2[N:22]=[C:21]([CH2:23]O)[CH:20]=[CH:19][CH:18]=2)[CH:14]=[CH:15][CH:16]=1. Product: [Cl:3][CH2:23][C:21]1[CH:20]=[CH:19][CH:18]=[C:17]([C:13]2[CH:14]=[CH:15][CH:16]=[C:11]([Cl:10])[CH:12]=2)[N:22]=1. The catalyst class is: 4. (3) Reactant: Br[C:2]1[CH:7]=[CH:6][C:5]([Br:8])=[CH:4][CH:3]=1.[Li]CCCC.[F:14][C:15]([F:21])([F:20])[C:16](=[O:19])[CH2:17][CH3:18]. Product: [Br:8][C:5]1[CH:6]=[CH:7][C:2]([C:16]([OH:19])([CH2:17][CH3:18])[C:15]([F:21])([F:20])[F:14])=[CH:3][CH:4]=1. The catalyst class is: 1. (4) Reactant: [CH2:1]([O:3][C:4](=[O:15])[CH:5]([CH3:14])[CH2:6][NH:7][C:8]1[CH:13]=[CH:12][CH:11]=[CH:10][CH:9]=1)[CH3:2].[Cl:16][C:17]1[N:22]=[C:21](Cl)[C:20]([N+:24]([O-:26])=[O:25])=[CH:19][N:18]=1.C(N(CC)C(C)C)(C)C. Product: [CH2:1]([O:3][C:4](=[O:15])[CH:5]([CH3:14])[CH2:6][N:7]([C:19]1[C:20]([N+:24]([O-:26])=[O:25])=[CH:21][N:22]=[C:17]([Cl:16])[N:18]=1)[C:8]1[CH:13]=[CH:12][CH:11]=[CH:10][CH:9]=1)[CH3:2]. The catalyst class is: 13.